Dataset: Full USPTO retrosynthesis dataset with 1.9M reactions from patents (1976-2016). Task: Predict the reactants needed to synthesize the given product. (1) Given the product [Cl:3][CH:12]([C:7]1[CH:8]=[CH:9][CH:10]=[CH:11][C:6]=1[F:5])[CH3:13], predict the reactants needed to synthesize it. The reactants are: S(Cl)([Cl:3])=O.[F:5][C:6]1[CH:11]=[CH:10][CH:9]=[CH:8][C:7]=1[CH:12](O)[CH3:13]. (2) The reactants are: [C:1]([OH:14])(=[O:13])/[CH:2]=[CH:3]/[C:4]1[CH:12]=[CH:11][C:9]([OH:10])=[C:6]([O:7][CH3:8])[CH:5]=1.[C:15]1(P([C:16]2[CH:15]=CC=[CH:18][CH:17]=2)[C:16]2[CH:15]=CC=[CH:18][CH:17]=2)C=C[CH:18]=[CH:17][CH:16]=1.[Br:34]C(Br)(Br)Br. Given the product [Br:34][CH2:18][CH2:17][CH2:16][CH2:15][O:13][C:1](=[O:14])/[CH:2]=[CH:3]/[C:4]1[CH:12]=[CH:11][C:9]([OH:10])=[C:6]([O:7][CH3:8])[CH:5]=1, predict the reactants needed to synthesize it. (3) The reactants are: [O:1]1[C:6]2[CH:7]=[CH:8][C:9]([OH:11])=[CH:10][C:5]=2[O:4][CH2:3][CH2:2]1.C([Mg]Cl)(C)C.[F:17][C:18]1[CH:19]=[CH:20][CH:21]=[C:22]2[C:26]=1[N:25]([CH:27]([C:34]1[CH:39]=[CH:38][CH:37]=[CH:36][CH:35]=1)[C:28]1[CH:33]=[CH:32][CH:31]=[CH:30][CH:29]=1)[C:24](=[O:40])[C:23]2=[O:41].ClCCl. Given the product [C:34]1([CH:27]([C:28]2[CH:33]=[CH:32][CH:31]=[CH:30][CH:29]=2)[N:25]2[C:26]3[C:22](=[CH:21][CH:20]=[CH:19][C:18]=3[F:17])[C:23]([OH:41])([C:8]3[C:9]([OH:11])=[CH:10][C:5]4[O:4][CH2:3][CH2:2][O:1][C:6]=4[CH:7]=3)[C:24]2=[O:40])[CH:35]=[CH:36][CH:37]=[CH:38][CH:39]=1, predict the reactants needed to synthesize it. (4) Given the product [F:14][C:10]1[C:9]2[N:15]=[C:29]([CH3:28])[C:30]([CH3:35])([CH3:31])[C:8]=2[C:7]2[C:2]([F:1])=[C:3]([F:25])[C:4]([F:24])=[C:5]([F:23])[C:6]=2[C:11]=1[F:13], predict the reactants needed to synthesize it. The reactants are: [F:1][C:2]1[C:7]2[C:8](F)=[C:9]([NH:15]N=C(C(C)C)C)[C:10]([F:14])=[C:11]([F:13])C[C:6]=2[C:5]([F:23])=[C:4]([F:24])[C:3]=1[F:25].[CH2:28]1[C:35]2[C:30](=[CH:31][CH:31]=[CH:30][CH:35]=2)[CH2:29][CH2:28][CH2:29]1. (5) Given the product [C:11]([C:15]1[NH:16][C:17]2[C:22]([C:23]=1[CH:4]=[O:5])=[CH:21][C:20]([O:24][CH3:25])=[CH:19][CH:18]=2)([CH3:14])([CH3:12])[CH3:13], predict the reactants needed to synthesize it. The reactants are: CN([CH:4]=[O:5])C.O=P(Cl)(Cl)Cl.[C:11]([C:15]1[NH:16][C:17]2[C:22]([CH:23]=1)=[CH:21][C:20]([O:24][CH3:25])=[CH:19][CH:18]=2)([CH3:14])([CH3:13])[CH3:12].C([O-])([O-])=O.[Na+].[Na+]. (6) Given the product [Cl:1][C:2]1[CH:7]=[C:6]([O:39][CH2:38][CH2:37][O:36][CH3:35])[CH:5]=[CH:4][C:3]=1[S:9]([C@H:12]1[CH2:16][CH2:15][N:14]([C:17]2[CH:22]=[C:21]([C:23]([F:25])([F:24])[F:26])[N:20]=[C:19]([S:27][CH3:28])[N:18]=2)[CH2:13]1)(=[O:11])=[O:10], predict the reactants needed to synthesize it. The reactants are: [Cl:1][C:2]1[CH:7]=[C:6](F)[CH:5]=[CH:4][C:3]=1[S:9]([C@H:12]1[CH2:16][CH2:15][N:14]([C:17]2[CH:22]=[C:21]([C:23]([F:26])([F:25])[F:24])[N:20]=[C:19]([S:27][CH3:28])[N:18]=2)[CH2:13]1)(=[O:11])=[O:10].C([O-])([O-])=O.[Cs+].[Cs+].[CH3:35][O:36][CH2:37][CH2:38][OH:39].